This data is from Forward reaction prediction with 1.9M reactions from USPTO patents (1976-2016). The task is: Predict the product of the given reaction. (1) The product is: [CH2:8]([O:10][C:11]([C@@H:13]1[CH2:3][C@H:2]1[C:1]([O:5][CH2:6][CH3:7])=[O:4])=[O:12])[CH3:9]. Given the reactants [C:1]([O:5][CH2:6][CH3:7])(=[O:4])[CH:2]=[CH2:3].[CH2:8]([O:10][C:11]([CH2:13][S+](C)C)=[O:12])[CH3:9], predict the reaction product. (2) Given the reactants Cl.[C:2]([C:4]1[CH:9]=[CH:8][CH:7]=[CH:6][C:5]=1[O:10][CH:11]1[CH2:16][CH2:15][NH:14][CH2:13][CH2:12]1)#[N:3].C(N(C(C)C)CC)(C)C.[Cl:26][C:27]1[CH:32]=[C:31]([Cl:33])[CH:30]=[CH:29][C:28]=1[CH2:34][N:35]=[C:36]=[O:37], predict the reaction product. The product is: [Cl:26][C:27]1[CH:32]=[C:31]([Cl:33])[CH:30]=[CH:29][C:28]=1[CH2:34][NH:35][C:36]([N:14]1[CH2:15][CH2:16][CH:11]([O:10][C:5]2[CH:6]=[CH:7][CH:8]=[CH:9][C:4]=2[C:2]#[N:3])[CH2:12][CH2:13]1)=[O:37]. (3) Given the reactants [Cl:1][C:2]1[CH:3]=[C:4]([N:9]2[CH:13]=[C:12]([C:14](O)=[O:15])[N:11]=[CH:10]2)[CH:5]=[CH:6][C:7]=1[Cl:8], predict the reaction product. The product is: [Cl:1][C:2]1[CH:3]=[C:4]([N:9]2[CH:13]=[C:12]([CH2:14][OH:15])[N:11]=[CH:10]2)[CH:5]=[CH:6][C:7]=1[Cl:8]. (4) Given the reactants [C:1]1([C:7]2[O:8][C:9]([C:27]([F:30])([F:29])[F:28])=[C:10]([C:12]([NH:14][C:15]3[CH:16]=[N:17][C:18]([N:21]4[CH2:26][CH2:25][NH:24][CH2:23][CH2:22]4)=[CH:19][CH:20]=3)=[O:13])[N:11]=2)[CH:6]=[CH:5][CH:4]=[CH:3][CH:2]=1.Cl[C:32]([O:34][C:35]1[CH:40]=[CH:39][C:38]([F:41])=[CH:37][CH:36]=1)=[O:33].ClC(OCC)=O, predict the reaction product. The product is: [C:1]1([C:7]2[O:8][C:9]([C:27]([F:28])([F:29])[F:30])=[C:10]([C:12]([NH:14][C:15]3[CH:20]=[CH:19][C:18]([N:21]4[CH2:26][CH2:25][N:24]([C:32]([O:34][C:35]5[CH:40]=[CH:39][C:38]([F:41])=[CH:37][CH:36]=5)=[O:33])[CH2:23][CH2:22]4)=[N:17][CH:16]=3)=[O:13])[N:11]=2)[CH:2]=[CH:3][CH:4]=[CH:5][CH:6]=1. (5) Given the reactants [Br:1][C:2]1[S:3][C:4]([C:8]([OH:10])=O)=[C:5]([CH3:7])[N:6]=1.Cl.C(N=C=N)C.C(N(C(C)C)CC)(C)C.ON1C2C=CC=CC=2N=N1.[CH2:36]([NH2:43])[C:37]1[CH:42]=[CH:41][CH:40]=[CH:39][CH:38]=1, predict the reaction product. The product is: [CH2:36]([NH:43][C:8]([C:4]1[S:3][C:2]([Br:1])=[N:6][C:5]=1[CH3:7])=[O:10])[C:37]1[CH:42]=[CH:41][CH:40]=[CH:39][CH:38]=1. (6) Given the reactants Cl.[NH:2]1[CH2:5][CH:4]([OH:6])[CH2:3]1.C([O-])([O-])=O.[K+].[K+].Cl[C:14]([O:16][CH2:17][C:18]1[CH:23]=[CH:22][CH:21]=[CH:20][CH:19]=1)=[O:15], predict the reaction product. The product is: [CH2:17]([O:16][C:14]([N:2]1[CH2:5][CH:4]([OH:6])[CH2:3]1)=[O:15])[C:18]1[CH:23]=[CH:22][CH:21]=[CH:20][CH:19]=1. (7) The product is: [CH2:6]([NH:8][C@H:9]([C:14]([NH:36][C@@H:33]1[C@@H:31]2[C@@H:30]([CH2:29][N:28]([S:25]([C:21]3[CH:22]=[CH:23][CH:24]=[C:19]([C:18]([F:17])([F:37])[F:38])[CH:20]=3)(=[O:26])=[O:27])[CH2:32]2)[CH2:35][CH2:34]1)=[O:16])[CH2:10][CH:11]([CH3:12])[CH3:13])[C:40]([CH3:45])([CH3:41])[CH3:39]. Given the reactants C(O[C:6]([NH:8][C@H:9]([C:14]([OH:16])=O)[CH2:10][CH:11]([CH3:13])[CH3:12])=O)(C)(C)C.[F:17][C:18]([F:38])([F:37])[C:19]1[CH:20]=[C:21]([S:25]([N:28]2[CH2:32][C@@H:31]3[C@@H:33]([NH2:36])[CH2:34][CH2:35][C@@H:30]3[CH2:29]2)(=[O:27])=[O:26])[CH:22]=[CH:23][CH:24]=1.[CH2:39](N1C[C@@H]2[C@@H](N)CC[C@@H]2C1)[C:40]1[CH:45]=CC=C[CH:41]=1, predict the reaction product. (8) Given the reactants [NH2:1][C:2]1[C:3]2[N:4]([C:8]([C@@H:30]3[CH2:35][CH2:34][C@@H:33]([CH2:36][OH:37])[NH:32][CH2:31]3)=[N:9][C:10]=2[C:11]2[CH:29]=[CH:28][C:14]([C:15]([NH:17][C:18]3[CH:23]=[C:22]([C:24]([F:27])([F:26])[F:25])[CH:21]=[CH:20][N:19]=3)=[O:16])=[CH:13][CH:12]=2)[CH:5]=[CH:6][N:7]=1.[CH3:38][NH:39][C:40](Cl)=[O:41].C(N(CC)CC)C, predict the reaction product. The product is: [NH2:1][C:2]1[C:3]2[N:4]([C:8]([C@H:30]3[CH2:31][N:32]([C:40]([NH:39][CH3:38])=[O:41])[C@H:33]([CH2:36][OH:37])[CH2:34][CH2:35]3)=[N:9][C:10]=2[C:11]2[CH:29]=[CH:28][C:14]([C:15](=[O:16])[NH:17][C:18]3[CH:23]=[C:22]([C:24]([F:25])([F:27])[F:26])[CH:21]=[CH:20][N:19]=3)=[CH:13][CH:12]=2)[CH:5]=[CH:6][N:7]=1. (9) Given the reactants [C:1]([O:5][C:6]([N:8]1[CH2:13][CH2:12][CH2:11][CH2:10][CH:9]1[CH2:14][CH2:15][NH:16][CH:17]1[CH2:25][C:24]2[C:19](=[CH:20][CH:21]=[CH:22][CH:23]=2)[CH2:18]1)=[O:7])([CH3:4])([CH3:3])[CH3:2].Br[C:27]1[N:32]=[CH:31][CH:30]=[CH:29][N:28]=1.CC([O-])(C)C.[Na+], predict the reaction product. The product is: [C:1]([O:5][C:6]([N:8]1[CH2:13][CH2:12][CH2:11][CH2:10][CH:9]1[CH2:14][CH2:15][N:16]([CH:17]1[CH2:18][C:19]2[C:24](=[CH:23][CH:22]=[CH:21][CH:20]=2)[CH2:25]1)[C:27]1[N:32]=[CH:31][CH:30]=[CH:29][N:28]=1)=[O:7])([CH3:4])([CH3:2])[CH3:3]. (10) Given the reactants [C:1]([O:5][C:6](=[O:43])[CH2:7][C@H:8]([NH:16][S:17]([C:20]1[CH:25]=[CH:24][C:23]([NH:26][C:27](=[O:34])[CH2:28][CH2:29][CH2:30][N:31]([CH3:33])[CH3:32])=[CH:22][C:21]=1[O:35]CC1C=CC=CC=1)(=[O:19])=[O:18])[CH:9]([O:13][CH2:14][CH3:15])[O:10][CH2:11][CH3:12])([CH3:4])([CH3:3])[CH3:2].CCO, predict the reaction product. The product is: [C:1]([O:5][C:6](=[O:43])[CH2:7][C@H:8]([NH:16][S:17]([C:20]1[CH:25]=[CH:24][C:23]([NH:26][C:27](=[O:34])[CH2:28][CH2:29][CH2:30][N:31]([CH3:33])[CH3:32])=[CH:22][C:21]=1[OH:35])(=[O:19])=[O:18])[CH:9]([O:10][CH2:11][CH3:12])[O:13][CH2:14][CH3:15])([CH3:2])([CH3:4])[CH3:3].